Dataset: Experimentally validated miRNA-target interactions with 360,000+ pairs, plus equal number of negative samples. Task: Binary Classification. Given a miRNA mature sequence and a target amino acid sequence, predict their likelihood of interaction. The miRNA is hsa-miR-628-5p with sequence AUGCUGACAUAUUUACUAGAGG. The protein sequence of the target gene is MLSGIEAAAGEYEDSELRCRVAVEELSPGGQPRRRQALRTAELSLGRNERRELMLRLQAPGPAGRPRCFPLRAARLFTRFAEAGRSTLRLPAHDTPGAGAVQLLLSDCPPDRLRRFLRTLRLKLAAAPGPGPASARAQLLGPRPRDFVTISPVQPEERRLRAATRVPDTTLVKRPVEPQAGAEPSTEAPRWPLPVKRLSLPSTKPQLSEEQAAVLRAVLKGQSIFFTGSAGTGKSYLLKRILGSLPPTGTVATASTGVAACHIGGTTLHAFAGIGSGQAPLAQCVALAQRPGVRQGWLNC.... Result: 0 (no interaction).